This data is from Full USPTO retrosynthesis dataset with 1.9M reactions from patents (1976-2016). The task is: Predict the reactants needed to synthesize the given product. (1) Given the product [CH3:43][C:44]1([CH3:52])[O:48][C@@H:47]([CH2:49][CH2:50][NH:51][C:20]([CH:18]2[CH:17]([C:23]3[CH:28]=[CH:27][CH:26]=[C:25]([Cl:29])[C:24]=3[F:30])[C:16]([C:33]3[CH:38]=[CH:37][C:36]([Cl:39])=[CH:35][C:34]=3[F:40])([C:31]#[N:32])[CH:15]([CH2:14][C:13]([CH3:42])([CH3:41])[CH2:12][CH2:11][N:8]=[N+:9]=[N-:10])[NH:19]2)=[O:22])[CH2:46][O:45]1, predict the reactants needed to synthesize it. The reactants are: FC(F)(F)C(O)=O.[N:8]([CH2:11][CH2:12][C:13]([CH3:42])([CH3:41])[CH2:14][CH:15]1[NH:19][CH:18]([C:20]([OH:22])=O)[CH:17]([C:23]2[CH:28]=[CH:27][CH:26]=[C:25]([Cl:29])[C:24]=2[F:30])[C:16]1([C:33]1[CH:38]=[CH:37][C:36]([Cl:39])=[CH:35][C:34]=1[F:40])[C:31]#[N:32])=[N+:9]=[N-:10].[CH3:43][C:44]1([CH3:52])[O:48][C@@H:47]([CH2:49][CH2:50][NH2:51])[CH2:46][O:45]1.CN(C(ON1N=NC2C=CC=NC1=2)=[N+](C)C)C.F[P-](F)(F)(F)(F)F.CCN(C(C)C)C(C)C. (2) Given the product [Cl:1][C:2]1[CH:29]=[CH:28][C:5]2[NH:6][C:7](=[O:27])[CH:8]([CH2:19][C:20]3[CH:25]=[CH:24][CH:23]=[CH:22][C:21]=3[Cl:26])[N:9]=[C:10]([C:11]3[CH:12]=[CH:13][C:14]([OH:17])=[CH:15][CH:16]=3)[C:4]=2[CH:3]=1, predict the reactants needed to synthesize it. The reactants are: [Cl:1][C:2]1[CH:29]=[CH:28][C:5]2[NH:6][C:7](=[O:27])[CH:8]([CH2:19][C:20]3[CH:25]=[CH:24][CH:23]=[CH:22][C:21]=3[Cl:26])[N:9]=[C:10]([C:11]3[CH:16]=[CH:15][C:14]([O:17]C)=[CH:13][CH:12]=3)[C:4]=2[CH:3]=1.B(Br)(Br)Br. (3) Given the product [C:23]([O:22][C:8]1[CH:7]=[C:6]([O:5][C:3](=[O:4])[C:2]([CH3:30])([CH3:29])[CH3:1])[CH:11]=[CH:10][C:9]=1[C:12]([OH:14])=[O:13])(=[O:28])[C:24]([CH3:27])([CH3:26])[CH3:25], predict the reactants needed to synthesize it. The reactants are: [CH3:1][C:2]([CH3:30])([CH3:29])[C:3]([O:5][C:6]1[CH:11]=[CH:10][C:9]([C:12]([O:14]CC2C=CC=CC=2)=[O:13])=[C:8]([O:22][C:23](=[O:28])[C:24]([CH3:27])([CH3:26])[CH3:25])[CH:7]=1)=[O:4]. (4) Given the product [O:1]1[C:5]2[CH:6]=[CH:7][CH:8]=[CH:9][C:4]=2[CH:3]=[C:2]1[C:10]1[N:14]2[N:15]=[C:16]([NH:21][C@@H:22]3[CH2:26][CH2:25][CH2:24][C@@H:23]3[OH:27])[CH:17]=[CH:18][C:13]2=[N:12][CH:11]=1, predict the reactants needed to synthesize it. The reactants are: [O:1]1[C:5]2[CH:6]=[CH:7][CH:8]=[CH:9][C:4]=2[CH:3]=[C:2]1[C:10]1[N:14]2[N:15]=[C:16](Cl)[CH:17]=[CH:18][C:13]2=[N:12][CH:11]=1.Cl.[NH2:21][C@@H:22]1[CH2:26][CH2:25][CH2:24][C@@H:23]1[OH:27].C(=O)([O-])O.[Na+]. (5) Given the product [OH:23][C@H:8]([CH2:7][C:3]1[CH:2]=[C:1]([CH3:13])[CH:6]=[CH:5][CH:4]=1)[C:9]([O:11][CH3:12])=[O:10], predict the reactants needed to synthesize it. The reactants are: [C:1]1([CH3:13])[CH:6]=[CH:5][CH:4]=[C:3](/[CH:7]=[CH:8]/[C:9]([O:11][CH3:12])=[O:10])[CH:2]=1.C(O)(=[O:23])C=CC1C=CC=CC=1. (6) Given the product [CH3:1][O:2][C:3](=[O:34])[C:4]1[CH:9]=[CH:8][C:7]([CH2:10][N:11]2[CH:15]=[C:14]([C:16]3[CH:21]=[CH:20][C:19]([Cl:22])=[CH:18][C:17]=3[Cl:23])[N:13]=[C:12]2[C:24]2([C:27]3[CH:28]=[CH:29][C:30]([O:33][C:41]4[CH:40]=[CH:39][CH:38]=[C:37]([C:36]([F:47])([F:46])[F:35])[CH:42]=4)=[CH:31][CH:32]=3)[CH2:25][CH2:26]2)=[CH:6][CH:5]=1, predict the reactants needed to synthesize it. The reactants are: [CH3:1][O:2][C:3](=[O:34])[C:4]1[CH:9]=[CH:8][C:7]([CH2:10][N:11]2[CH:15]=[C:14]([C:16]3[CH:21]=[CH:20][C:19]([Cl:22])=[CH:18][C:17]=3[Cl:23])[N:13]=[C:12]2[C:24]2([C:27]3[CH:32]=[CH:31][C:30]([OH:33])=[CH:29][CH:28]=3)[CH2:26][CH2:25]2)=[CH:6][CH:5]=1.[F:35][C:36]([F:47])([F:46])[C:37]1[CH:38]=[C:39](B(O)O)[CH:40]=[CH:41][CH:42]=1. (7) Given the product [F:22][C:13]1[C:12]([CH2:11][C:8]2[N:6]3[N:7]=[C:2]([N:28]4[CH2:29][CH2:30][N:25]([CH3:24])[C:26](=[O:31])[CH2:27]4)[CH:3]=[CH:4][C:5]3=[N:10][CH:9]=2)=[CH:21][CH:20]=[C:19]2[C:14]=1[CH:15]=[CH:16][CH:17]=[N:18]2, predict the reactants needed to synthesize it. The reactants are: Cl[C:2]1[CH:3]=[CH:4][C:5]2[N:6]([C:8]([CH2:11][C:12]3[C:13]([F:22])=[C:14]4[C:19](=[CH:20][CH:21]=3)[N:18]=[CH:17][CH:16]=[CH:15]4)=[CH:9][N:10]=2)[N:7]=1.Cl.[CH3:24][N:25]1[CH2:30][CH2:29][NH:28][CH2:27][C:26]1=[O:31].